From a dataset of CYP1A2 inhibition data for predicting drug metabolism from PubChem BioAssay. Regression/Classification. Given a drug SMILES string, predict its absorption, distribution, metabolism, or excretion properties. Task type varies by dataset: regression for continuous measurements (e.g., permeability, clearance, half-life) or binary classification for categorical outcomes (e.g., BBB penetration, CYP inhibition). Dataset: cyp1a2_veith. (1) The molecule is C/C(=N\O)c1cccc[n+]1Cc1ccccc1. The result is 0 (non-inhibitor). (2) The drug is CN(C)CCCN1c2ccccc2Sc2ccc3ccccc3c21. The result is 0 (non-inhibitor). (3) The drug is COCCn1c(=O)cnc2cnc(N3CCNCC3)nc21. The result is 1 (inhibitor).